From a dataset of Reaction yield outcomes from USPTO patents with 853,638 reactions. Predict the reaction yield, written as a fraction of the theoretical maximum amount of product (1.0 means a 100% yield; for example, 0.34 means a 34% yield). (1) The reactants are [N:8]1(C([N:8]2[CH:12]=[CH:11][N:10]=[CH:9]2)=N)[CH:12]=[CH:11][N:10]=[CH:9]1.N[C:14]1[CH:19]=[CH:18]C=C[C:15]=1[OH:20]. The catalyst is C1COCC1. The product is [O:20]1[C:15]2[CH:14]=[CH:19][CH:18]=[CH:12][C:11]=2[N:10]=[C:9]1[NH2:8]. The yield is 0.870. (2) The reactants are [F:1][C:2]([F:11])([F:10])[C:3]1[C:4]([OH:9])=[N:5][CH:6]=[CH:7][CH:8]=1.OS(O)(=O)=O.[N+:17]([O-])([OH:19])=[O:18]. No catalyst specified. The product is [N+:17]([C:7]1[CH:8]=[C:3]([C:2]([F:1])([F:10])[F:11])[C:4]([OH:9])=[N:5][CH:6]=1)([O-:19])=[O:18]. The yield is 0.515. (3) The catalyst is CO. The reactants are [CH2:1]([N:7]([CH3:17])[C:8]([NH:10][C@H:11]1[CH2:15][CH2:14][O:13][C:12]1=[O:16])=[O:9])[CH2:2][CH2:3][CH2:4][CH:5]=[CH2:6].[OH-:18].[Na+]. The product is [CH2:1]([N:7]([CH3:17])[C:8](=[O:9])[NH:10][C@@H:11]([CH2:15][CH2:14][OH:13])[C:12]([OH:18])=[O:16])[CH2:2][CH2:3][CH2:4][CH:5]=[CH2:6]. The yield is 0.950. (4) The reactants are Br[C:2]1[C:7]([Cl:8])=[CH:6][C:5]([NH:9][C:10]2[N:14]=[C:13]([NH2:15])[NH:12][N:11]=2)=[CH:4][C:3]=1[Cl:16].[CH3:17][O:18][CH2:19][CH2:20][O:21][C:22]1[CH:27]=[CH:26][C:25](B2OC(C)(C)C(C)(C)O2)=[CH:24][CH:23]=1.O1CCOCC1.O.C(=O)([O-])[O-].[K+].[K+]. The catalyst is [Pd].C1(P(C2C=CC=CC=2)C2C=CC=CC=2)C=CC=CC=1.C1(P(C2C=CC=CC=2)C2C=CC=CC=2)C=CC=CC=1.C1(P(C2C=CC=CC=2)C2C=CC=CC=2)C=CC=CC=1.C1(P(C2C=CC=CC=2)C2C=CC=CC=2)C=CC=CC=1.C(Cl)Cl.CO. The product is [Cl:16][C:3]1[CH:4]=[C:5]([NH:9][C:10]2[N:14]=[C:13]([NH2:15])[NH:12][N:11]=2)[CH:6]=[C:7]([Cl:8])[C:2]=1[C:25]1[CH:26]=[CH:27][C:22]([O:21][CH2:20][CH2:19][O:18][CH3:17])=[CH:23][CH:24]=1. The yield is 0.123. (5) The reactants are [C:1]([C:5]1[CH:10]=[C:9](Br)[C:8]([N+:12]([O-:14])=[O:13])=[CH:7][C:6]=1[O:15][CH2:16][C:17]1[CH:22]=[CH:21][CH:20]=[CH:19][CH:18]=1)([CH3:4])([CH3:3])[CH3:2].[F-:23].[K+].[K+].[Br-].Cl[C:28]([F:34])([F:33])C(OC)=O. The catalyst is O.[Cu]I.CN(C=O)C. The product is [C:1]([C:5]1[CH:10]=[C:9]([C:28]([F:34])([F:23])[F:33])[C:8]([N+:12]([O-:14])=[O:13])=[CH:7][C:6]=1[O:15][CH2:16][C:17]1[CH:22]=[CH:21][CH:20]=[CH:19][CH:18]=1)([CH3:4])([CH3:3])[CH3:2]. The yield is 0.670. (6) The reactants are [CH2:1]([C:5]1[CH:10]=[CH:9][C:8]([C:11]#[C:12][C:13]2[CH:22]=[CH:21][C:16]([C:17]([O:19]C)=[O:18])=[CH:15][CH:14]=2)=[CH:7][CH:6]=1)[CH2:2][CH2:3][CH3:4].[Li+].[OH-].O. The catalyst is CO. The product is [CH2:1]([C:5]1[CH:10]=[CH:9][C:8]([C:11]#[C:12][C:13]2[CH:22]=[CH:21][C:16]([C:17]([OH:19])=[O:18])=[CH:15][CH:14]=2)=[CH:7][CH:6]=1)[CH2:2][CH2:3][CH3:4]. The yield is 0.890. (7) The reactants are [C:1](OC(=O)C)(=[O:3])[CH3:2].[NH2:8][C:9](=[O:37])[CH2:10][C:11]1([NH:17][C:18]([C:20]2[CH:25]=[CH:24][C:23]([CH:26]3[CH2:28][CH2:27]3)=[C:22]([CH2:29][C:30]3[CH:35]=[CH:34][C:33]([F:36])=[CH:32][CH:31]=3)[N:21]=2)=[O:19])[CH2:16][CH2:15][NH:14][CH2:13][CH2:12]1.Cl. The catalyst is N1C=CC=CC=1. The product is [C:1]([N:14]1[CH2:15][CH2:16][C:11]([NH:17][C:18]([C:20]2[CH:25]=[CH:24][C:23]([CH:26]3[CH2:28][CH2:27]3)=[C:22]([CH2:29][C:30]3[CH:35]=[CH:34][C:33]([F:36])=[CH:32][CH:31]=3)[N:21]=2)=[O:19])([CH2:10][C:9]([NH2:8])=[O:37])[CH2:12][CH2:13]1)(=[O:3])[CH3:2]. The yield is 0.150. (8) The reactants are [F:1][C:2]([F:23])([F:22])[CH:3]([CH:11](C(OCC)=O)[C:12]([O:14]CC)=[O:13])[NH:4][C:5]1[CH:10]=[CH:9][CH:8]=[CH:7][CH:6]=1.[OH-].[Na+]. The catalyst is O.C(O)C. The product is [F:1][C:2]([F:22])([F:23])[CH:3]([NH:4][C:5]1[CH:10]=[CH:9][CH:8]=[CH:7][CH:6]=1)[CH2:11][C:12]([OH:14])=[O:13]. The yield is 0.130. (9) The reactants are [OH:1][C:2]1[CH:7]=[CH:6][C:5]([C:8]23[NH:20][CH2:19][CH2:18][N:9]2[C:10](=[O:17])[C:11]2[N:12]([CH:14]=[CH:15][CH:16]=2)[CH2:13]3)=[CH:4][CH:3]=1.C(=O)([O-])[O-].[K+].[K+].Br[CH2:28][CH2:29][O:30][Si:31]([C:34]([CH3:37])([CH3:36])[CH3:35])([CH3:33])[CH3:32]. The catalyst is CN(C=O)C.[NH4+].[Cl-]. The product is [Si:31]([O:30][CH2:29][CH2:28][O:1][C:2]1[CH:7]=[CH:6][C:5]([C:8]23[NH:20][CH2:19][CH2:18][N:9]2[C:10](=[O:17])[C:11]2[N:12]([CH:14]=[CH:15][CH:16]=2)[CH2:13]3)=[CH:4][CH:3]=1)([C:34]([CH3:37])([CH3:36])[CH3:35])([CH3:33])[CH3:32]. The yield is 1.00.